This data is from Full USPTO retrosynthesis dataset with 1.9M reactions from patents (1976-2016). The task is: Predict the reactants needed to synthesize the given product. (1) Given the product [CH3:1][C:2]1([CH3:12])[C:10]2[C:5](=[CH:6][C:7]([N+:13]([O-:15])=[O:14])=[CH:8][CH:9]=2)[C:4](=[O:11])[NH:3]1, predict the reactants needed to synthesize it. The reactants are: [CH3:1][C:2]1([CH3:12])[C:10]2[C:5](=[CH:6][CH:7]=[CH:8][CH:9]=2)[C:4](=[O:11])[NH:3]1.[N+:13]([O-])([O-:15])=[O:14].[K+]. (2) The reactants are: [F:1][C:2]([F:15])([C:8]1[CH:9]=[C:10]([CH3:14])[CH:11]=[CH:12][CH:13]=1)[C:3]([O:5]CC)=[O:4].[OH-].[Li+]. Given the product [F:1][C:2]([F:15])([C:8]1[CH:9]=[C:10]([CH3:14])[CH:11]=[CH:12][CH:13]=1)[C:3]([OH:5])=[O:4], predict the reactants needed to synthesize it. (3) Given the product [ClH:29].[ClH:29].[CH2:17]([O:16][C:13]1[CH:14]=[CH:15][C:10]([N:7]2[CH2:8][CH2:9][NH:4][CH2:5][CH2:6]2)=[CH:11][CH:12]=1)[CH2:18][CH2:19][CH2:20][CH2:21][CH3:22], predict the reactants needed to synthesize it. The reactants are: C([N:4]1[CH2:9][CH2:8][N:7]([C:10]2[CH:15]=[CH:14][C:13]([O:16][CH2:17][CH2:18][CH2:19][CH2:20][CH2:21][CH3:22])=[CH:12][CH:11]=2)[CH2:6][CH2:5]1)(=O)C.C([O-])([O-])=O.[Na+].[Na+].[ClH:29]. (4) Given the product [C:28]([CH2:27][C:23]1([N:21]2[CH:22]=[C:18]([C:17]3[C:12]4[CH:11]=[CH:10][N:9]([CH2:8][O:7][CH2:6][CH2:5][Si:4]([CH3:30])([CH3:3])[CH3:31])[C:13]=4[N:14]=[CH:15][N:16]=3)[CH:19]=[N:20]2)[CH2:24][N:25]([CH:37]2[CH2:36][CH2:35][N:34]([C:40]([O:42][C:43]([CH3:46])([CH3:45])[CH3:44])=[O:41])[CH:33]([CH3:32])[CH2:38]2)[CH2:26]1)#[N:29], predict the reactants needed to synthesize it. The reactants are: Cl.Cl.[CH3:3][Si:4]([CH3:31])([CH3:30])[CH2:5][CH2:6][O:7][CH2:8][N:9]1[C:13]2[N:14]=[CH:15][N:16]=[C:17]([C:18]3[CH:19]=[N:20][N:21]([C:23]4([CH2:27][C:28]#[N:29])[CH2:26][NH:25][CH2:24]4)[CH:22]=3)[C:12]=2[CH:11]=[CH:10]1.[CH3:32][CH:33]1[CH2:38][C:37](=O)[CH2:36][CH2:35][N:34]1[C:40]([O:42][C:43]([CH3:46])([CH3:45])[CH3:44])=[O:41].C(N(CC)C(C)C)(C)C.C(O[BH-](OC(=O)C)OC(=O)C)(=O)C.[Na+]. (5) Given the product [C:17]([O:21][C:22](=[O:23])[NH:24][C:25]1([CH:31]([OH:35])[C:32](=[O:33])[NH:7][C:4]2[CH:5]=[CH:6][N:2]([CH3:1])[N:3]=2)[CH2:28][C:27]([F:29])([F:30])[CH2:26]1)([CH3:20])([CH3:18])[CH3:19], predict the reactants needed to synthesize it. The reactants are: [CH3:1][N:2]1[CH:6]=[CH:5][C:4]([NH2:7])=[N:3]1.CCN(C(C)C)C(C)C.[C:17]([O:21][C:22]([NH:24][C:25]1([CH:31]([OH:35])[C:32](O)=[O:33])[CH2:28][C:27]([F:30])([F:29])[CH2:26]1)=[O:23])([CH3:20])([CH3:19])[CH3:18].CN(C(ON1N=NC2C=CC=NC1=2)=[N+](C)C)C.F[P-](F)(F)(F)(F)F. (6) Given the product [Br:28][C:3]1[C:2]([F:1])=[CH:7][C:6]([NH:8][C:9](=[O:14])[C:10]([CH3:13])([CH3:11])[CH3:12])=[C:5]([C:15]2[CH:20]=[CH:19][CH:18]=[CH:17][N:16]=2)[CH:4]=1, predict the reactants needed to synthesize it. The reactants are: [F:1][C:2]1[CH:3]=[CH:4][C:5]([C:15]2[CH:20]=[CH:19][CH:18]=[CH:17][N:16]=2)=[C:6]([NH:8][C:9](=[O:14])[C:10]([CH3:13])([CH3:12])[CH3:11])[CH:7]=1.C1C(=O)N([Br:28])C(=O)C1. (7) The reactants are: [ClH:1].[OH:2][C@H:3]([C:24]1[CH:33]=[CH:32][C:27]2[C:28](=[O:31])[O:29][CH2:30][C:26]=2[C:25]=1[CH3:34])[CH2:4]N1CCC2(CN(C3SC(S(C)(=O)=O)=NN=3)CC2)CC1.Cl.[N:36]1([C:41]2[N:46]=[CH:45][C:44]([N:47]3[C:51](=[O:52])[CH2:50][C:49]4([CH2:57][CH2:56][NH:55][CH2:54][CH2:53]4)[CH2:48]3)=[CH:43][CH:42]=2)[CH:40]=[N:39][N:38]=[N:37]1.CC1C([C@@H]2CO2)=CC=C2C=1COC2=O. Given the product [ClH:1].[OH:2][C@H:3]([C:24]1[CH:33]=[CH:32][C:27]2[C:28](=[O:31])[O:29][CH2:30][C:26]=2[C:25]=1[CH3:34])[CH2:4][N:55]1[CH2:56][CH2:57][C:49]2([CH2:48][N:47]([C:44]3[CH:45]=[N:46][C:41]([N:36]4[CH:40]=[N:39][N:38]=[N:37]4)=[CH:42][CH:43]=3)[C:51](=[O:52])[CH2:50]2)[CH2:53][CH2:54]1, predict the reactants needed to synthesize it.